Dataset: Catalyst prediction with 721,799 reactions and 888 catalyst types from USPTO. Task: Predict which catalyst facilitates the given reaction. Reactant: Cl[C:2]1[C:11]2[C:6](=[CH:7][C:8]([F:13])=[CH:9][C:10]=2[F:12])[N:5]=[C:4]([C:14]2[CH:19]=[CH:18][CH:17]=[CH:16][C:15]=2[S:20]([CH3:23])(=[O:22])=[O:21])[C:3]=1[CH3:24].[O:25]1[CH2:30][CH2:29][N:28]([C:31]2[CH:32]=[C:33]([NH2:37])[CH:34]=[N:35][CH:36]=2)[CH2:27][CH2:26]1. Product: [F:12][C:10]1[CH:9]=[C:8]([F:13])[CH:7]=[C:6]2[C:11]=1[C:2]([NH:37][C:33]1[CH:34]=[N:35][CH:36]=[C:31]([N:28]3[CH2:29][CH2:30][O:25][CH2:26][CH2:27]3)[CH:32]=1)=[C:3]([CH3:24])[C:4]([C:14]1[CH:19]=[CH:18][CH:17]=[CH:16][C:15]=1[S:20]([CH3:23])(=[O:22])=[O:21])=[N:5]2. The catalyst class is: 11.